Dataset: Peptide-MHC class II binding affinity with 134,281 pairs from IEDB. Task: Regression. Given a peptide amino acid sequence and an MHC pseudo amino acid sequence, predict their binding affinity value. This is MHC class II binding data. (1) The peptide sequence is SPDLELSWNLNGLQAY. The MHC is DRB1_1302 with pseudo-sequence DRB1_1302. The binding affinity (normalized) is 0.587. (2) The peptide sequence is YGIAAENVIDVKLVD. The MHC is HLA-DQA10501-DQB10201 with pseudo-sequence HLA-DQA10501-DQB10201. The binding affinity (normalized) is 0.620. (3) The peptide sequence is NKGILVTVNPIASTN. The MHC is DRB1_0701 with pseudo-sequence DRB1_0701. The binding affinity (normalized) is 0.550. (4) The peptide sequence is GWLSCLSITWTLIKNMEK. The MHC is DRB1_1501 with pseudo-sequence DRB1_1501. The binding affinity (normalized) is 0.198. (5) The peptide sequence is SQDLELSWNLDGLQAY. The MHC is DRB1_0401 with pseudo-sequence DRB1_0401. The binding affinity (normalized) is 0.560. (6) The peptide sequence is SGLFQFFVFLALAGR. The MHC is DRB1_0404 with pseudo-sequence DRB1_0404. The binding affinity (normalized) is 0.327. (7) The peptide sequence is EGKVVQYENLKYTVI. The MHC is DRB1_1302 with pseudo-sequence DRB1_1302. The binding affinity (normalized) is 0.325.